Dataset: Reaction yield outcomes from USPTO patents with 853,638 reactions. Task: Predict the reaction yield, written as a fraction of the theoretical maximum amount of product (1.0 means a 100% yield; for example, 0.34 means a 34% yield). (1) The catalyst is C(OCC)(=O)C. The reactants are [Cl:1][C:2]1[CH:7]=[C:6]([Cl:8])[CH:5]=[C:4]([Cl:9])[CH:3]=1.[Br:10][CH2:11][C:12](Br)=[O:13].[Cl-].[Al+3].[Cl-].[Cl-].O. The yield is 0.693. The product is [Br:10][CH2:11][C:12]([C:7]1[C:2]([Cl:1])=[CH:3][C:4]([Cl:9])=[CH:5][C:6]=1[Cl:8])=[O:13]. (2) The reactants are [Br-].[Br:2][CH2:3][P+](C1C=CC=CC=1)(C1C=CC=CC=1)C1C=CC=CC=1.CC(C)([O-])C.[K+].[F:29][C:30]1[CH:31]=[C:32]2[C:37](=[CH:38][CH:39]=1)[N:36]=[C:35]([CH:40]=O)[CH:34]=[CH:33]2. The catalyst is C1COCC1. The product is [Br:2]/[CH:3]=[CH:40]\[C:35]1[CH:34]=[CH:33][C:32]2[C:37](=[CH:38][CH:39]=[C:30]([F:29])[CH:31]=2)[N:36]=1. The yield is 0.653. (3) The reactants are [C:1]([O:4][C@H:5]1[CH2:22][CH2:21][C@@:20]2([CH3:23])[C@@H:7]([CH2:8][CH2:9][C@:10]3([CH3:34])[C@@H:19]2[CH2:18][CH2:17][C@H:16]2[C@@:11]3([CH3:33])[CH2:12][CH2:13][C@@:14]3([C:30](O)=[O:31])[CH2:26][CH2:25][C@@H:24]([CH:27]([CH3:29])[CH3:28])[C@@H:15]32)[C:6]1([CH3:36])[CH3:35])(=[O:3])[CH3:2].C(Cl)(=O)C(Cl)=O.CN(C=O)C.[CH3:48][O:49][C:50]1[CH:55]=[CH:54][C:53]([C:56]2[NH:60][C:59]([C@@H:61]3[CH2:65][CH2:64][CH2:63][NH:62]3)=[N:58][CH:57]=2)=[CH:52][CH:51]=1. The catalyst is C(Cl)Cl.C(N(CC)CC)C. The product is [C:1]([O:4][C@H:5]1[CH2:22][CH2:21][C@@:20]2([CH3:23])[C@@H:7]([CH2:8][CH2:9][C@:10]3([CH3:34])[C@@H:19]2[CH2:18][CH2:17][C@H:16]2[C@@:11]3([CH3:33])[CH2:12][CH2:13][C@@:14]3([C:30]([N:62]4[CH2:63][CH2:64][CH2:65][C@H:61]4[C:59]4[NH:60][C:56]([C:53]5[CH:52]=[CH:51][C:50]([O:49][CH3:48])=[CH:55][CH:54]=5)=[CH:57][N:58]=4)=[O:31])[CH2:26][CH2:25][C@@H:24]([CH:27]([CH3:28])[CH3:29])[C@@H:15]32)[C:6]1([CH3:35])[CH3:36])(=[O:3])[CH3:2]. The yield is 0.760.